This data is from Forward reaction prediction with 1.9M reactions from USPTO patents (1976-2016). The task is: Predict the product of the given reaction. (1) Given the reactants [NH2:1][C:2]1[N:3]=[C:4]([C:18]2[CH:23]=[CH:22][CH:21]=[CH:20][CH:19]=2)[C:5]([C:8]2[CH:9]=[CH:10][C:11](=[O:17])[N:12]([CH:14]([CH3:16])[CH3:15])[N:13]=2)=[N:6][CH:7]=1.[Cl:24]N1C(=O)CCC1=O.O.CCOC(C)=O, predict the reaction product. The product is: [NH2:1][C:2]1[N:3]=[C:4]([C:18]2[CH:19]=[CH:20][CH:21]=[CH:22][CH:23]=2)[C:5]([C:8]2[CH:9]=[CH:10][C:11](=[O:17])[N:12]([CH:14]([CH3:16])[CH3:15])[N:13]=2)=[N:6][C:7]=1[Cl:24]. (2) Given the reactants [CH3:1][Si:2]([N-:5][Si:6]([CH3:9])([CH3:8])[CH3:7])([CH3:4])[CH3:3].[Li+].C1COCC1.C1CCCCC1.[Cl:22][C:23]1[C:27](Cl)=[N:26][S:25][N:24]=1.O, predict the reaction product. The product is: [Cl:22][C:23](=[N:24][S:25][N:5]([Si:6]([CH3:9])([CH3:8])[CH3:7])[Si:2]([CH3:4])([CH3:3])[CH3:1])[C:27]#[N:26]. (3) Given the reactants [N:1]1[CH:6]=[CH:5][C:4]([CH2:7][N:8]2[CH:17]=[CH:16][C:15]3[C:10](=[CH:11][CH:12]=[C:13]([NH:18]N)[CH:14]=3)[C:9]2=[O:20])=[CH:3][CH:2]=1.[NH:21]1C2[C:24](=[CH:25]C=CC=2)[CH:23]=[CH:22]1.[Cl:30]CCCC1OCCO1, predict the reaction product. The product is: [NH2:21][CH2:22][CH2:23][C:24]1[C:14]2=[C:15]3[C:10](=[CH:11][CH:12]=[C:13]2[NH:18][CH:25]=1)[C:9](=[O:20])[N:8]([CH2:7][C:4]1[CH:5]=[CH:6][N:1]=[CH:2][CH:3]=1)[CH:17]=[CH:16]3.[ClH:30]. (4) Given the reactants F[C:2](F)(F)C(O)=O.[Cl:8][C:9]1[N:10]=[C:11]([N:18]2[CH2:23][CH2:22][O:21][CH2:20][CH2:19]2)[C:12]2[CH2:17][NH:16][CH2:15][C:13]=2[N:14]=1.C=O.CCN(CC)CC.C(O[BH-](OC(=O)C)OC(=O)C)(=O)C.[Na+].[OH-].[Na+], predict the reaction product. The product is: [Cl:8][C:9]1[N:10]=[C:11]([N:18]2[CH2:19][CH2:20][O:21][CH2:22][CH2:23]2)[C:12]2[CH2:17][N:16]([CH3:2])[CH2:15][C:13]=2[N:14]=1. (5) Given the reactants Cl[C:2]1[N:7]=[C:6]([N:8]2[CH2:13][CH2:12][O:11][CH2:10][C@@H:9]2[CH3:14])[CH:5]=[C:4]([C:15]([S:18]([C:21]2[CH:26]=[CH:25][N:24]=[CH:23][CH:22]=2)(=[O:20])=[O:19])([CH3:17])[CH3:16])[N:3]=1.CC1(C)C(C)(C)OB([C:35]2[CH:41]=[CH:40][C:38]([NH2:39])=[CH:37][CH:36]=2)O1.C(=O)([O-])[O-].[Na+].[Na+], predict the reaction product. The product is: [CH3:14][C@H:9]1[CH2:10][O:11][CH2:12][CH2:13][N:8]1[C:6]1[CH:5]=[C:4]([C:15]([S:18]([C:21]2[CH:26]=[CH:25][N:24]=[CH:23][CH:22]=2)(=[O:20])=[O:19])([CH3:17])[CH3:16])[N:3]=[C:2]([C:35]2[CH:41]=[CH:40][C:38]([NH2:39])=[CH:37][CH:36]=2)[N:7]=1. (6) Given the reactants C[O:2][C:3](=[O:31])[CH2:4][CH2:5][C@@H:6]([C:29]#[N:30])[NH:7][C:8]([C@@H:10]1[CH2:15][CH2:14][CH2:13][CH2:12][C@@H:11]1[NH:16][C:17]([C:19]1[N:20]([CH3:28])[C:21]2[C:26]([CH:27]=1)=[CH:25][CH:24]=[CH:23][CH:22]=2)=[O:18])=[O:9].O.[OH-].[Li+].Cl, predict the reaction product. The product is: [C:29]([C@@H:6]([NH:7][C:8]([C@@H:10]1[CH2:15][CH2:14][CH2:13][CH2:12][C@@H:11]1[NH:16][C:17]([C:19]1[N:20]([CH3:28])[C:21]2[C:26]([CH:27]=1)=[CH:25][CH:24]=[CH:23][CH:22]=2)=[O:18])=[O:9])[CH2:5][CH2:4][C:3]([OH:31])=[O:2])#[N:30]. (7) Given the reactants [C:1]([O:5][C:6]([C:8]1[C:17]([NH2:18])=[CH:16][C:15]2[C:10](=[CH:11][C:12]([O:28][CH3:29])=[C:13]([O:19][CH2:20][CH2:21][N:22]3[CH2:27][CH2:26][O:25][CH2:24][CH2:23]3)[CH:14]=2)[CH:9]=1)=[O:7])([CH3:4])([CH3:3])[CH3:2].CO[CH:32](OC)[N:33]([CH3:35])[CH3:34], predict the reaction product. The product is: [C:1]([O:5][C:6]([C:8]1[C:17]([N:18]=[CH:32][N:33]([CH3:35])[CH3:34])=[CH:16][C:15]2[C:10](=[CH:11][C:12]([O:28][CH3:29])=[C:13]([O:19][CH2:20][CH2:21][N:22]3[CH2:23][CH2:24][O:25][CH2:26][CH2:27]3)[CH:14]=2)[CH:9]=1)=[O:7])([CH3:4])([CH3:3])[CH3:2].